This data is from Full USPTO retrosynthesis dataset with 1.9M reactions from patents (1976-2016). The task is: Predict the reactants needed to synthesize the given product. Given the product [CH2:11]([N:10]1[C:3]2[C:2]([S:73][C:70]3[CH:71]=[CH:72][C:67]([O:66][CH3:65])=[CH:68][CH:69]=3)=[CH:7][N:6]=[CH:5][C:4]=2[N:8]=[C:9]1[C:13]1[C:14]([NH2:18])=[N:15][O:16][N:17]=1)[CH3:12], predict the reactants needed to synthesize it. The reactants are: Br[C:2]1[C:3]2[N:10]([CH2:11][CH3:12])[C:9]([C:13]3[C:14]([NH2:18])=[N:15][O:16][N:17]=3)=[N:8][C:4]=2[CH:5]=[N:6][CH:7]=1.C1(P(C2C=CC=CC=2)C2C=CC3C(=CC=CC=3)C=2C2C3C(=CC=CC=3)C=CC=2P(C2C=CC=CC=2)C2C=CC=CC=2)C=CC=CC=1.[CH3:65][O:66][C:67]1[CH:72]=[CH:71][C:70]([SH:73])=[CH:69][CH:68]=1.CC(C)([O-])C.[Na+].